The task is: Predict the reactants needed to synthesize the given product.. This data is from Full USPTO retrosynthesis dataset with 1.9M reactions from patents (1976-2016). (1) Given the product [CH3:25][CH:16]([O:15][C:6]1[C:7]2[C:12](=[CH:11][CH:10]=[CH:9][CH:8]=2)[CH:13]=[CH:14][C:5]=1[C:3]([OH:4])=[O:2])[CH2:17][O:18][C:19]1[CH:24]=[CH:23][CH:22]=[CH:21][CH:20]=1, predict the reactants needed to synthesize it. The reactants are: C[O:2][C:3]([C:5]1[CH:14]=[CH:13][C:12]2[C:7](=[CH:8][CH:9]=[CH:10][CH:11]=2)[C:6]=1[O:15][CH:16]([CH3:25])[CH2:17][O:18][C:19]1[CH:24]=[CH:23][CH:22]=[CH:21][CH:20]=1)=[O:4].[OH-].[Na+]. (2) The reactants are: [F:1][C:2]1[CH:3]=[C:4]([CH:7]=[C:8]([F:10])[CH:9]=1)[CH:5]=O.[O:11]=[C:12]([CH:14](P(=O)(OCC)OCC)[CH2:15][CH2:16][CH2:17][CH2:18][CH3:19])[CH3:13]. Given the product [F:1][C:2]1[CH:3]=[C:4]([CH:7]=[C:8]([F:10])[CH:9]=1)/[CH:5]=[C:14](/[CH2:15][CH2:16][CH2:17][CH2:18][CH3:19])\[C:12](=[O:11])[CH3:13].[F:1][C:2]1[CH:3]=[C:4]([CH:7]=[C:8]([F:10])[CH:9]=1)/[CH:5]=[C:14](\[CH2:15][CH2:16][CH2:17][CH2:18][CH3:19])/[C:12](=[O:11])[CH3:13], predict the reactants needed to synthesize it. (3) The reactants are: [Cl:1][C:2]1[N:3]=[N:4][C:5]([Cl:17])=[CH:6][C:7]=1[N:8]1[CH2:13][CH2:12][N:11]([CH2:14][CH2:15][OH:16])[CH2:10][CH2:9]1.C(O[C:21](=O)[C:22]1[CH:27]=[CH:26][C:25](O)=[CH:24][CH:23]=1)C.C1(P(C2C=CC=CC=2)C2C=CC=CC=2)C=CC=CC=1.N([C:51]([O:53][CH2:54]C)=[O:52])=N[C:51]([O:53][CH2:54]C)=[O:52]. Given the product [CH3:54][O:53][C:51](=[O:52])[CH2:21][C:22]1[CH:23]=[CH:24][C:25]([O:16][CH2:15][CH2:14][N:11]2[CH2:10][CH2:9][N:8]([C:7]3[CH:6]=[C:5]([Cl:17])[N:4]=[N:3][C:2]=3[Cl:1])[CH2:13][CH2:12]2)=[CH:26][CH:27]=1, predict the reactants needed to synthesize it. (4) The reactants are: [F:1][C:2]1[CH:8]=[CH:7][CH:6]=[C:5]([F:9])[C:3]=1[NH2:4].[N:10]([O-])=O.[Na+].C([O-])(=O)C.[Na+].[C:19]([CH2:22][C:23](=[O:25])[CH3:24])(=[O:21])[CH3:20]. Given the product [F:1][C:2]1[CH:8]=[CH:7][CH:6]=[C:5]([F:9])[C:3]=1[NH:4][N:10]=[C:22]([C:23](=[O:25])[CH3:24])[C:19](=[O:21])[CH3:20], predict the reactants needed to synthesize it. (5) Given the product [CH2:22]([NH:24][C:15](=[O:17])[CH2:14][N:6]1[C:7]2[CH:8]=[CH:9][C:10]([CH3:13])=[CH:11][C:12]=2[C:4]2[CH2:3][N:2]([CH3:1])[CH2:21][CH2:20][C:5]1=2)[CH3:23], predict the reactants needed to synthesize it. The reactants are: [CH3:1][N:2]1[CH2:21][CH2:20][C:5]2[N:6]([CH2:14][C:15]([O:17]CC)=O)[C:7]3[CH:8]=[CH:9][C:10]([CH3:13])=[CH:11][C:12]=3[C:4]=2[CH2:3]1.[CH2:22]([NH2:24])[CH3:23]. (6) The reactants are: Cl[C:2]1[N:3]=[C:4]([NH:17][CH2:18][CH2:19][CH3:20])[C:5]2[N:11]=[C:10](Cl)[N:9]=[C:8]([NH:13][CH2:14][CH2:15][CH3:16])[C:6]=2[N:7]=1.[CH:21]1([CH2:24][NH2:25])[CH2:23][CH2:22]1.O. Given the product [CH:21]1([CH2:24][NH:25][C:2]2[N:3]=[C:4]([NH:17][CH2:18][CH2:19][CH3:20])[C:5]3[N:11]=[C:10]([NH:25][CH2:24][CH:21]4[CH2:23][CH2:22]4)[N:9]=[C:8]([NH:13][CH2:14][CH2:15][CH3:16])[C:6]=3[N:7]=2)[CH2:23][CH2:22]1, predict the reactants needed to synthesize it. (7) Given the product [CH2:9]1[CH2:8][N:7]([C:11]([O:13][C:14]([CH3:17])([CH3:16])[CH3:15])=[O:12])[CH:6]2[CH2:5][O:4][C:3]3[CH:18]=[CH:19][CH:20]=[CH:21][C:2]=3[CH:10]12, predict the reactants needed to synthesize it. The reactants are: Br[C:2]1[CH:21]=[CH:20][CH:19]=[CH:18][C:3]=1[O:4][CH2:5][CH:6]1[CH:10]=[CH:9][CH2:8][N:7]1[C:11]([O:13][C:14]([CH3:17])([CH3:16])[CH3:15])=[O:12].CC(N=NC(C#N)(C)C)(C#N)C.C([SnH](CCCC)CCCC)CCC.C1CCN2C(=NCCC2)CC1.